Dataset: Catalyst prediction with 721,799 reactions and 888 catalyst types from USPTO. Task: Predict which catalyst facilitates the given reaction. Reactant: C([O-])([O-])=O.[Na+].[Na+].Br[C:8]1[S:12][C:11]2=[N:13][CH:14]=[C:15]([I:16])[N:10]2[N:9]=1.[NH2:17][C:18]1[CH:19]=[C:20](B2OC(C)(C)C(C)(C)O2)[CH:21]=[N:22][C:23]=1[O:24][CH3:25]. Product: [I:16][C:15]1[N:10]2[C:11]([S:12][C:8]([C:20]3[CH:19]=[C:18]([NH2:17])[C:23]([O:24][CH3:25])=[N:22][CH:21]=3)=[N:9]2)=[N:13][CH:14]=1. The catalyst class is: 12.